Dataset: Forward reaction prediction with 1.9M reactions from USPTO patents (1976-2016). Task: Predict the product of the given reaction. Given the reactants [NH2:1][C:2]1[CH:3]=[N:4][CH:5]=[C:6]([Cl:9])[C:7]=1[OH:8].[F:10][C:11]([F:23])([F:22])[C:12]1[N:17]=[CH:16][C:15]([S:18](Cl)(=[O:20])=[O:19])=[CH:14][CH:13]=1, predict the reaction product. The product is: [F:23][C:11]([F:10])([F:22])[C:12]1[N:17]=[CH:16][C:15]([S:18]([NH:1][C:2]2[CH:3]=[N:4][CH:5]=[C:6]([Cl:9])[C:7]=2[OH:8])(=[O:19])=[O:20])=[CH:14][CH:13]=1.